From a dataset of Catalyst prediction with 721,799 reactions and 888 catalyst types from USPTO. Predict which catalyst facilitates the given reaction. (1) Product: [Cl:8][C:4]1[CH:5]=[N:6][CH:7]=[C:2]([C:11]2[CH:12]=[CH:13][S:9][CH:10]=2)[N:3]=1. Reactant: Cl[C:2]1[CH:7]=[N:6][CH:5]=[C:4]([Cl:8])[N:3]=1.[S:9]1[CH:13]=[CH:12][C:11](B(O)O)=[CH:10]1.C([O-])([O-])=O.[Na+].[Na+]. The catalyst class is: 276. (2) Reactant: [O:1]1[CH2:6][CH2:5][N:4]([C:7]2[CH:8]=[C:9]([CH:13]=[CH:14][CH:15]=2)[C:10](Cl)=[O:11])[CH2:3][CH2:2]1.[CH3:16][C:17]1[CH:23]=[CH:22][C:20]([NH2:21])=[CH:19][C:18]=1[N+:24]([O-:26])=[O:25].N1C=CC=CC=1. Product: [N+:24]([C:18]1[CH:19]=[C:20]([NH:21][C:10](=[O:11])[C:9]2[CH:13]=[CH:14][CH:15]=[C:7]([N:4]3[CH2:5][CH2:6][O:1][CH2:2][CH2:3]3)[CH:8]=2)[CH:22]=[CH:23][C:17]=1[CH3:16])([O-:26])=[O:25]. The catalyst class is: 2. (3) Reactant: CS(C)=O.CC(OI1(OC(C)=O)(OC(C)=O)OC(=O)C2C=CC=CC1=2)=O.[OH:27][CH2:28][C:29]1[CH:30]=[CH:31][C:32]2[N:33]([CH:35]=[C:36]([NH:38][C:39]([C:41]3[S:45][C:44]([C:46]4[CH:51]=[CH:50][N:49]=[CH:48][CH:47]=4)=[N:43][CH:42]=3)=[O:40])[N:37]=2)[N:34]=1. Product: [CH:28]([C:29]1[CH:30]=[CH:31][C:32]2[N:33]([CH:35]=[C:36]([NH:38][C:39]([C:41]3[S:45][C:44]([C:46]4[CH:51]=[CH:50][N:49]=[CH:48][CH:47]=4)=[N:43][CH:42]=3)=[O:40])[N:37]=2)[N:34]=1)=[O:27]. The catalyst class is: 6. (4) Reactant: [F:1][C:2]1[CH:7]=[C:6]([F:8])[CH:5]=[CH:4][C:3]=1[C:9]1([C:12]([F:21])([F:20])[C:13]2[N:18]=[CH:17][C:16]([OH:19])=[CH:15][CH:14]=2)[CH2:11][O:10]1.C([O-])([O-])=O.[K+].[K+].FC(F)(F)S(O[CH2:34][C:35]([F:38])([F:37])[F:36])(=O)=O. Product: [F:1][C:2]1[CH:7]=[C:6]([F:8])[CH:5]=[CH:4][C:3]=1[C:9]1([C:12]([F:20])([F:21])[C:13]2[CH:14]=[CH:15][C:16]([O:19][CH2:34][C:35]([F:38])([F:37])[F:36])=[CH:17][N:18]=2)[CH2:11][O:10]1. The catalyst class is: 21. (5) The catalyst class is: 256. Reactant: [CH2:1]=[C:2]([C:4]1[C:9]2[O:10][C:11]3[CH:16]=[CH:15][CH:14]=[CH:13][C:12]=3[C:8]=2[CH:7]=[CH:6][CH:5]=1)[CH3:3]. Product: [CH:2]([C:4]1[C:9]2[O:10][C:11]3[CH:16]=[CH:15][CH:14]=[CH:13][C:12]=3[C:8]=2[CH:7]=[CH:6][CH:5]=1)([CH3:3])[CH3:1]. (6) Reactant: [CH3:1][O:2][CH2:3][C:4]1[CH:9]=[C:8]([C:10]([OH:12])=O)[CH:7]=[CH:6][C:5]=1[C:13]1[CH:18]=[CH:17][CH:16]=[CH:15][C:14]=1[CH3:19].O[N:21]=[C:22]([C:24]1[CH:32]=[C:31]([CH3:33])[C:27]2[NH:28][CH:29]=[N:30][C:26]=2[CH:25]=1)[NH2:23]. Product: [CH3:1][O:2][CH2:3][C:4]1[CH:9]=[C:8]([C:10]2[O:12][N:21]=[C:22]([C:24]3[CH:32]=[C:31]([CH3:33])[C:27]4[NH:28][CH:29]=[N:30][C:26]=4[CH:25]=3)[N:23]=2)[CH:7]=[CH:6][C:5]=1[C:13]1[CH:18]=[CH:17][CH:16]=[CH:15][C:14]=1[CH3:19]. The catalyst class is: 28. (7) Reactant: [F:1][CH:2]([F:5])[CH2:3][NH2:4].[CH2:6]([O:8][C:9](=[O:21])[C:10]1[CH:15]=[C:14]([N+:16]([O-:18])=[O:17])[C:13](F)=[CH:12][C:11]=1[F:20])[CH3:7].O. Product: [CH2:6]([O:8][C:9](=[O:21])[C:10]1[CH:15]=[C:14]([N+:16]([O-:18])=[O:17])[C:13]([NH:4][CH2:3][CH:2]([F:5])[F:1])=[CH:12][C:11]=1[F:20])[CH3:7]. The catalyst class is: 1. (8) Reactant: Br[C:2]1[CH:3]=[CH:4][C:5]2[C:6]3[C:11]([C:12]4[CH:13]=[CH:14][CH:15]=[CH:16][C:17]=4[C:18]=2[CH:19]=1)=[CH:10][C:9]1=[CH:20][C:21]2[C:26]([C:25]([CH3:28])([CH3:27])[CH:24]=[CH:23][CH:22]=2)=[C:8]1[CH:7]=3.[CH3:44][C:39]1([CH3:45])[C:40]([CH3:43])([CH3:42])[O:41][B:37]([B:37]2[O:41][C:40]([CH3:43])([CH3:42])[C:39]([CH3:45])([CH3:44])[O:38]2)[O:38]1. Product: [CH3:27][C:25]1([CH3:28])[C:26]2[C:21]([CH:20]=[C:9]3[C:8]=2[CH:7]=[C:6]2[C:11]([C:12]4[CH:13]=[CH:14][CH:15]=[CH:16][C:17]=4[C:18]4[CH:19]=[C:2]([B:37]5[O:38][C:39]([CH3:44])([CH3:45])[C:40]([CH3:42])([CH3:43])[O:41]5)[CH:3]=[CH:4][C:5]=42)=[CH:10]3)=[CH:22][CH:23]=[CH:24]1. The catalyst class is: 203. (9) Reactant: [F:1][C:2]1[CH:3]=[CH:4][CH:5]=[C:6]2[C:10]=1[N:9](C(OC(C)(C)C)=O)[C:8]([S:18]([N:21]1[CH2:26][CH2:25][CH2:24][C@@H:23]([C:27]3[C:28]([N:47]([CH3:52])[S:48]([CH3:51])(=[O:50])=[O:49])=[CH:29][C:30]4[O:34][C:33]([C:35]5[CH:40]=[CH:39][C:38]([F:41])=[CH:37][CH:36]=5)=[C:32]([C:42](=[O:45])[NH:43][CH3:44])[C:31]=4[CH:46]=3)[CH2:22]1)(=[O:20])=[O:19])=[CH:7]2.C(O)(C(F)(F)F)=O. Product: [F:1][C:2]1[CH:3]=[CH:4][CH:5]=[C:6]2[C:10]=1[NH:9][C:8]([S:18]([N:21]1[CH2:26][CH2:25][CH2:24][C@@H:23]([C:27]3[C:28]([N:47]([CH3:52])[S:48]([CH3:51])(=[O:50])=[O:49])=[CH:29][C:30]4[O:34][C:33]([C:35]5[CH:36]=[CH:37][C:38]([F:41])=[CH:39][CH:40]=5)=[C:32]([C:42]([NH:43][CH3:44])=[O:45])[C:31]=4[CH:46]=3)[CH2:22]1)(=[O:19])=[O:20])=[CH:7]2. The catalyst class is: 2.